Dataset: Catalyst prediction with 721,799 reactions and 888 catalyst types from USPTO. Task: Predict which catalyst facilitates the given reaction. Reactant: C([O:3][C:4](=O)[CH2:5][C:6]([C@H:8]1[CH2:13][CH2:12][N:11]([C:14]([O:16][CH3:17])=[O:15])[C@@H:10]([CH2:18][C:19]2[CH:24]=[C:23]([F:25])[C:22]([F:26])=[C:21]([F:27])[CH:20]=2)[CH2:9]1)=[O:7])C.[OH-].[Na+].[NH2:31]O.Cl. Product: [O:3]=[C:4]1[CH:5]=[C:6]([C@H:8]2[CH2:13][CH2:12][N:11]([C:14]([O:16][CH3:17])=[O:15])[C@@H:10]([CH2:18][C:19]3[CH:24]=[C:23]([F:25])[C:22]([F:26])=[C:21]([F:27])[CH:20]=3)[CH2:9]2)[O:7][NH:31]1. The catalyst class is: 24.